Dataset: Forward reaction prediction with 1.9M reactions from USPTO patents (1976-2016). Task: Predict the product of the given reaction. Given the reactants [C:1]1([C:7]2[N:12]=[C:11]3[N:13]([CH2:17][CH2:18][CH2:19][CH2:20][CH2:21][CH2:22][C:23]([O:25]CC)=[O:24])[CH2:14][CH2:15][CH2:16][C:10]3=[N:9][C:8]=2[C:28]2[CH:33]=[CH:32][C:31]([CH3:34])=[CH:30][CH:29]=2)[CH:6]=[CH:5][CH:4]=[CH:3][CH:2]=1, predict the reaction product. The product is: [C:1]1([C:7]2[N:12]=[C:11]3[N:13]([CH2:17][CH2:18][CH2:19][CH2:20][CH2:21][CH2:22][C:23]([OH:25])=[O:24])[CH2:14][CH2:15][CH2:16][C:10]3=[N:9][C:8]=2[C:28]2[CH:29]=[CH:30][C:31]([CH3:34])=[CH:32][CH:33]=2)[CH:2]=[CH:3][CH:4]=[CH:5][CH:6]=1.